This data is from Tox21: 12 toxicity assays (nuclear receptors and stress response pathways). The task is: Binary classification across 12 toxicity assays. (1) The compound is CCCC1([C@H](O)C/C=C/[C@H]2[C@H](O)CC(=O)[C@@H]2CCCCCCC(=O)OC)CCC1. It tested positive (active) for: SR-p53 (p53 tumor suppressor activation). (2) The molecule is C/C=C/C/C=C\CCCCCCCCOC(C)=O. It tested positive (active) for: SR-HSE (Heat Shock Element response).